From a dataset of Catalyst prediction with 721,799 reactions and 888 catalyst types from USPTO. Predict which catalyst facilitates the given reaction. (1) Reactant: C([C:3]1[N:8]=[C:7]2[C:9]([C:19](=[O:28])[NH:20][C@H:21]3[CH2:26][CH2:25][CH2:24][CH2:23][C@@H:22]3[OH:27])=[CH:10][N:11]([C:12](OC(C)(C)C)=O)[C:6]2=[CH:5][CH:4]=1)#N.Cl.ClC[C:32]1[CH:37]=[CH:36][N:35]=[CH:34][CH:33]=1.C(=O)([O-])[O-].[Cs+].[Cs+]. Product: [OH:27][C@H:22]1[CH2:23][CH2:24][CH2:25][CH2:26][C@@H:21]1[NH:20][C:19]([C:9]1[C:7]2=[N:8][CH:3]=[CH:4][CH:5]=[C:6]2[N:11]([CH2:12][C:32]2[CH:37]=[CH:36][N:35]=[CH:34][CH:33]=2)[CH:10]=1)=[O:28]. The catalyst class is: 3. (2) Reactant: [NH2:1][C:2]1[CH:7]=[CH:6][C:5]([Br:8])=[CH:4][C:3]=1[NH:9][C:10](=O)[C:11]([NH:14][C:15](=[O:24])[O:16][CH2:17][C:18]1[CH:23]=[CH:22][CH:21]=[CH:20][CH:19]=1)([CH3:13])[CH3:12].CC1C=CC(S(O)(=O)=O)=CC=1. Product: [Br:8][C:5]1[CH:6]=[CH:7][C:2]2[NH:1][C:10]([C:11]([NH:14][C:15](=[O:24])[O:16][CH2:17][C:18]3[CH:23]=[CH:22][CH:21]=[CH:20][CH:19]=3)([CH3:13])[CH3:12])=[N:9][C:3]=2[CH:4]=1. The catalyst class is: 5. (3) The catalyst class is: 21. Product: [CH3:8][O:10][C:11](=[O:14])[CH2:12][C@@H:2]1[CH2:7][CH2:6][CH2:5][O:1]1. Reactant: [OH:1][C:2]1[CH:7]=[CH:6][CH:5]=CN=1.[CH2:8]([O:10][C:11](=[O:14])[CH2:12]Br)C.C([O-])([O-])=O.[Na+].[Na+]. (4) Reactant: [CH2:1]([O:8][C:9]1[C:14]([CH3:15])=[C:13]([CH3:16])[C:12]([O:17][CH2:18][C:19]2[CH:24]=[CH:23][CH:22]=[CH:21][CH:20]=2)=[CH:11][C:10]=1[CH2:25][CH2:26][C:27](=O)[CH3:28])[C:2]1[CH:7]=[CH:6][CH:5]=[CH:4][CH:3]=1.[CH3:30][O:31][C:32]1[CH:37]=[CH:36][C:35]([NH2:38])=[CH:34][CH:33]=1.C([BH3-])#N.[Na+].C(O)(=O)C. Product: [CH2:1]([O:8][C:9]1[C:14]([CH3:15])=[C:13]([CH3:16])[C:12]([O:17][CH2:18][C:19]2[CH:24]=[CH:23][CH:22]=[CH:21][CH:20]=2)=[CH:11][C:10]=1[CH2:25][CH2:26][CH:27]([NH:38][C:35]1[CH:36]=[CH:37][C:32]([O:31][CH3:30])=[CH:33][CH:34]=1)[CH3:28])[C:2]1[CH:3]=[CH:4][CH:5]=[CH:6][CH:7]=1. The catalyst class is: 68. (5) Reactant: [CH2:1]([O:3][C:4]([C:6]1[CH:7]=[CH:8][N:9]2[C:14]=1[CH2:13][CH2:12][CH2:11][CH2:10]2)=[O:5])[CH3:2].[Cl:15][C:16]([Cl:21])([Cl:20])[C:17](Cl)=[O:18]. Product: [CH2:1]([O:3][C:4]([C:6]1[CH:7]=[C:8]([C:17](=[O:18])[C:16]([Cl:21])([Cl:20])[Cl:15])[N:9]2[C:14]=1[CH2:13][CH2:12][CH2:11][CH2:10]2)=[O:5])[CH3:2]. The catalyst class is: 4.